From a dataset of Peptide-MHC class I binding affinity with 185,985 pairs from IEDB/IMGT. Regression. Given a peptide amino acid sequence and an MHC pseudo amino acid sequence, predict their binding affinity value. This is MHC class I binding data. The peptide sequence is FVRWLHRAL. The MHC is HLA-B15:03 with pseudo-sequence HLA-B15:03. The binding affinity (normalized) is 0.328.